This data is from Forward reaction prediction with 1.9M reactions from USPTO patents (1976-2016). The task is: Predict the product of the given reaction. (1) Given the reactants [OH:1][C:2]1[C:3](=[O:21])[CH:4]=[C:5]([OH:20])[C:6](=[O:19])[C:7]=1[CH2:8][CH2:9][CH2:10][CH2:11][CH2:12][CH2:13][CH2:14][CH2:15][CH2:16][CH2:17][CH3:18].N1[CH:27]=[CH:26][CH:25]=[CH:24][CH:23]=1.[C:28]1([CH3:37])[CH:33]=[CH:32][CH:31]=[C:30]([C:34](Cl)=[O:35])[CH:29]=1, predict the reaction product. The product is: [CH3:23][C:24]1[CH:6]=[C:7]([C:2]([O:19][C:6]2[C:5](=[O:20])[CH:4]=[C:3]([O:21][C:34]([C:30]3[CH:31]=[CH:32][CH:33]=[C:28]([CH3:37])[CH:29]=3)=[O:35])[C:2](=[O:1])[C:7]=2[CH2:8][CH2:9][CH2:10][CH2:11][CH2:12][CH2:13][CH2:14][CH2:15][CH2:16][CH2:17][CH3:18])=[O:1])[CH:27]=[CH:26][CH:25]=1. (2) Given the reactants [CH3:1][C:2]1[S:3][C:4]2[CH:10]=[CH:9][CH:8]=[CH:7][C:5]=2[CH:6]=1.[Br:11]Br, predict the reaction product. The product is: [Br:11][C:6]1[C:5]2[CH:7]=[CH:8][CH:9]=[CH:10][C:4]=2[S:3][C:2]=1[CH3:1]. (3) Given the reactants [NH2:1][C@H:2]1[CH2:6][CH2:5][N:4]([C:7]2[CH:16]=[CH:15][C:14]3[C:9](=[CH:10][CH:11]=[C:12]([Cl:27])[C:13]=3[NH:17][C:18](=[O:26])[CH2:19][CH:20]3[CH2:25][CH2:24][CH2:23][CH2:22][CH2:21]3)[N:8]=2)[CH2:3]1.C([O:30][C:31](=O)[NH:32][S:33]([CH3:36])(=[O:35])=[O:34])C, predict the reaction product. The product is: [Cl:27][C:12]1[C:13]([NH:17][C:18](=[O:26])[CH2:19][CH:20]2[CH2:25][CH2:24][CH2:23][CH2:22][CH2:21]2)=[C:14]2[C:9](=[CH:10][CH:11]=1)[N:8]=[C:7]([N:4]1[CH2:5][CH2:6][C@H:2]([NH:1][C:31]([NH:32][S:33]([CH3:36])(=[O:35])=[O:34])=[O:30])[CH2:3]1)[CH:16]=[CH:15]2. (4) Given the reactants [Cl:1][C:2]1[CH:18]=[C:17]([N+:19]([O-])=O)[CH:16]=[CH:15][C:3]=1[O:4][C:5]1[CH:13]=[CH:12][CH:11]=[C:10]2[C:6]=1[CH2:7][CH2:8][C:9]2=[O:14].[Cl-].[Ca+2].[Cl-].C(O)C, predict the reaction product. The product is: [NH2:19][C:17]1[CH:16]=[CH:15][C:3]([O:4][C:5]2[CH:13]=[CH:12][CH:11]=[C:10]3[C:6]=2[CH2:7][CH2:8][C:9]3=[O:14])=[C:2]([Cl:1])[CH:18]=1. (5) The product is: [CH:27]1[CH:28]=[CH:29][C:30]([S:50]([OH:53])(=[O:51])=[O:52])=[C:31](/[C:33](/[C:34]2[CH:35]=[CH:36][C:37]([OH:38])=[C:39]([OH:41])[CH:40]=2)=[C:42]2\[CH:43]=[CH:44][C:45]([C:46]([OH:48])=[CH:47]\2)=[O:49])[CH:32]=1.[Mo:55]. Given the reactants C(O)(=O)CCC(O)=O.C([O-])(=O)C([O-])=O.[Na+].[Na+].C([O-])(=O)C1C=CC=CC=1.[Na+].[CH:27]1[CH:28]=[CH:29][C:30]([S:50]([OH:53])(=[O:52])=[O:51])=[C:31](/[C:33](/[C:42]2[CH:43]=[CH:44][C:45]([OH:49])=[C:46]([OH:48])[CH:47]=2)=[C:34]2\[CH:35]=[CH:36][C:37]([C:39]([OH:41])=[CH:40]\2)=[O:38])[CH:32]=1.[O-][Mo:55]([O-])(=O)=O.[Na+].[Na+].Cl, predict the reaction product. (6) The product is: [N:10]1([C:16]2[CH:22]=[CH:21][CH:20]=[CH:19][C:17]=2[NH:18][C:7]([C:5]2[O:6][C:2]([Br:1])=[CH:3][CH:4]=2)=[O:9])[CH2:15][CH2:14][CH2:13][CH2:12][CH2:11]1. Given the reactants [Br:1][C:2]1[O:6][C:5]([C:7]([OH:9])=O)=[CH:4][CH:3]=1.[N:10]1([C:16]2[CH:22]=[CH:21][CH:20]=[CH:19][C:17]=2[NH2:18])[CH2:15][CH2:14][CH2:13][CH2:12][CH2:11]1.O.ON1C2C=CC=CC=2N=N1.C(N(CC)CC)C.Cl.CN(C)CCCN=C=NCC.C(=O)(O)[O-].[Na+], predict the reaction product. (7) Given the reactants Br[C:2]1[CH:3]=[C:4]2[C:8](=[CH:9][CH:10]=1)[C:7](=[O:11])[N:6]([CH:12]1[CH2:17][CH2:16][N:15]([C:18]([O:20][C:21]([CH3:24])([CH3:23])[CH3:22])=[O:19])[CH2:14][CH2:13]1)[CH2:5]2.[C:25]([C:27]1[CH:32]=[CH:31][C:30](B(O)O)=[CH:29][CH:28]=1)#[N:26].C(=O)([O-])[O-].[K+].[K+].O, predict the reaction product. The product is: [C:25]([C:27]1[CH:32]=[CH:31][C:30]([C:2]2[CH:3]=[C:4]3[C:8](=[CH:9][CH:10]=2)[C:7](=[O:11])[N:6]([CH:12]2[CH2:13][CH2:14][N:15]([C:18]([O:20][C:21]([CH3:23])([CH3:22])[CH3:24])=[O:19])[CH2:16][CH2:17]2)[CH2:5]3)=[CH:29][CH:28]=1)#[N:26].